Dataset: Forward reaction prediction with 1.9M reactions from USPTO patents (1976-2016). Task: Predict the product of the given reaction. (1) Given the reactants [O:1]1[CH2:6][CH2:5][N:4]([C:7](=[O:13])/[CH:8]=[CH:9]\[C:10]([OH:12])=O)[CH2:3][CH2:2]1.[Cl-].N1(O[P+](N(C)C)(N(C)C)N(C)C)C2C=CC=CC=2N=N1.C(N(CC)CCC)C.[NH2:43][C:44]1[CH:49]=[C:48]([CH3:50])[CH:47]=[CH:46][N+:45]=1[O-:51], predict the reaction product. The product is: [CH3:50][C:48]1[CH:47]=[CH:46][N+:45]([O-:51])=[C:44]([NH:43][C:10](=[O:12])/[CH:9]=[CH:8]\[C:7]([N:4]2[CH2:3][CH2:2][O:1][CH2:6][CH2:5]2)=[O:13])[CH:49]=1. (2) Given the reactants NC1SC2C[C@@H](N)CCC=2N=1.[CH2:12]([NH:15][C@H:16]1[CH2:25][CH2:24][C:19]2[N:20]=[C:21]([NH2:23])[S:22][C:18]=2[CH2:17]1)[CH2:13][CH3:14].NC1SC2CC(NCCC)CCC=2N=1, predict the reaction product. The product is: [CH2:12]([NH:15][C@@H:16]1[CH2:25][CH2:24][C:19]2[N:20]=[C:21]([NH2:23])[S:22][C:18]=2[CH2:17]1)[CH2:13][CH3:14]. (3) Given the reactants [CH2:1]([OH:15])[CH2:2][CH2:3][CH2:4][CH2:5][CH2:6][CH2:7][CH2:8][CH2:9][CH2:10][CH2:11][CH2:12][CH2:13][CH3:14].ClN1C(=O)N(Cl)C(=O)N(Cl)C1=O, predict the reaction product. The product is: [CH:1](=[O:15])[CH2:2][CH2:3][CH2:4][CH2:5][CH2:6][CH2:7][CH2:8][CH2:9][CH2:10][CH2:11][CH2:12][CH2:13][CH3:14]. (4) Given the reactants [OH:1][CH2:2][CH2:3][N:4]1[CH2:8][CH2:7][CH2:6][CH2:5]1.[H-].[Na+].[N+:11]([C:14]1[CH:19]=[CH:18][C:17](F)=[CH:16][CH:15]=1)([O-])=O, predict the reaction product. The product is: [N:4]1([CH2:3][CH2:2][O:1][C:17]2[CH:18]=[CH:19][C:14]([NH2:11])=[CH:15][CH:16]=2)[CH2:8][CH2:7][CH2:6][CH2:5]1. (5) The product is: [N:1]1[CH:6]=[CH:5][CH:4]=[CH:3][C:2]=1[CH2:7][N:8]1[C:16]2[C:11](=[CH:12][C:13]([NH:17][C:18]3[C:27]4[C:22](=[CH:23][CH:24]=[CH:25][C:26]=4[O:28][C@@H:29]([CH3:34])[C:30]([NH2:35])=[O:32])[N:21]=[CH:20][N:19]=3)=[CH:14][CH:15]=2)[CH:10]=[N:9]1. Given the reactants [N:1]1[CH:6]=[CH:5][CH:4]=[CH:3][C:2]=1[CH2:7][N:8]1[C:16]2[C:11](=[CH:12][C:13]([NH:17][C:18]3[C:27]4[C:22](=[CH:23][CH:24]=[CH:25][C:26]=4[O:28][C@@H:29]([CH3:34])[C:30]([O:32]C)=O)[N:21]=[CH:20][N:19]=3)=[CH:14][CH:15]=2)[CH:10]=[N:9]1.[NH3:35], predict the reaction product. (6) Given the reactants [F:1][C:2]1[N:7]=[C:6]([NH2:8])[CH:5]=[CH:4][C:3]=1[CH2:9][C:10]1[C:18]2[C:13](=[N:14][CH:15]=[C:16]([CH3:19])[CH:17]=2)[NH:12][CH:11]=1.[C:20]1(=O)[CH2:25][CH2:24][CH2:23][CH2:22][CH2:21]1.C([SiH](CC)CC)C.FC(F)(F)C(O)=O, predict the reaction product. The product is: [CH:20]1([NH:8][C:6]2[CH:5]=[CH:4][C:3]([CH2:9][C:10]3[C:18]4[C:13](=[N:14][CH:15]=[C:16]([CH3:19])[CH:17]=4)[NH:12][CH:11]=3)=[C:2]([F:1])[N:7]=2)[CH2:25][CH2:24][CH2:23][CH2:22][CH2:21]1. (7) Given the reactants Cl[C:2]1[CH:7]=[C:6]([Cl:8])[N:5]=[C:4]([CH3:9])[N:3]=1.[NH2:10][C@@H:11]1[CH2:16][CH2:15][C@H:14]([NH:17][C:18](=[O:27])[C:19]2[CH:24]=[CH:23][C:22]([F:25])=[C:21]([Cl:26])[CH:20]=2)[CH2:13][CH2:12]1.C(N(CC)CC)(C)C.C([O-])(O)=O.[Na+], predict the reaction product. The product is: [Cl:26][C:21]1[CH:20]=[C:19]([CH:24]=[CH:23][C:22]=1[F:25])[C:18]([NH:17][C@H:14]1[CH2:13][CH2:12][C@@H:11]([NH:10][C:2]2[CH:7]=[C:6]([Cl:8])[N:5]=[C:4]([CH3:9])[N:3]=2)[CH2:16][CH2:15]1)=[O:27].